From a dataset of Full USPTO retrosynthesis dataset with 1.9M reactions from patents (1976-2016). Predict the reactants needed to synthesize the given product. The reactants are: [F:1][C:2]1[CH:7]=[CH:6][C:5]([N:8]2[C:16]3[C:11](=[CH:12][C:13]([O:17][C@H:18]([C:22]4[CH:27]=[CH:26][CH:25]=[C:24]([O:28][CH3:29])[CH:23]=4)[C@@H:19]([NH2:21])[CH3:20])=[CH:14][CH:15]=3)[CH:10]=[N:9]2)=[CH:4][CH:3]=1.[OH:30][C:31]1[CH:35]=[C:34]([C:36]([F:39])([F:38])[F:37])[S:33][C:32]=1[C:40](O)=[O:41]. Given the product [F:1][C:2]1[CH:3]=[CH:4][C:5]([N:8]2[C:16]3[C:11](=[CH:12][C:13]([O:17][C@H:18]([C:22]4[CH:27]=[CH:26][CH:25]=[C:24]([O:28][CH3:29])[CH:23]=4)[C@@H:19]([NH:21][C:40]([C:32]4[S:33][C:34]([C:36]([F:39])([F:37])[F:38])=[CH:35][C:31]=4[OH:30])=[O:41])[CH3:20])=[CH:14][CH:15]=3)[CH:10]=[N:9]2)=[CH:6][CH:7]=1, predict the reactants needed to synthesize it.